Dataset: Reaction yield outcomes from USPTO patents with 853,638 reactions. Task: Predict the reaction yield, written as a fraction of the theoretical maximum amount of product (1.0 means a 100% yield; for example, 0.34 means a 34% yield). (1) The yield is 0.430. The catalyst is C(Cl)Cl. The product is [Cl:1][C:2]1[CH:7]=[CH:6][C:5]([S:8]([CH2:9][CH2:10][C:11]([N:13]([CH2:15][CH3:16])[CH3:14])=[O:12])=[O:37])=[C:4]([NH:17][S:18]([C:21]2[CH:26]=[CH:25][C:24]([Cl:27])=[CH:23][C:22]=2[F:28])(=[O:20])=[O:19])[CH:3]=1. The reactants are [Cl:1][C:2]1[CH:7]=[CH:6][C:5]([S:8][CH2:9][CH2:10][C:11]([N:13]([CH2:15][CH3:16])[CH3:14])=[O:12])=[C:4]([NH:17][S:18]([C:21]2[CH:26]=[CH:25][C:24]([Cl:27])=[CH:23][C:22]=2[F:28])(=[O:20])=[O:19])[CH:3]=1.C1C=C(Cl)C=C(C(OO)=[O:37])C=1. (2) The reactants are [Cl:1][C:2]1[CH:6]=[N:5][N:4]([CH:7]([CH3:9])[CH3:8])[C:3]=1[C:10]1[CH:11]=[C:12]([NH2:18])[CH:13]=[CH:14][C:15]=1[O:16][CH3:17].[Cl:19][C:20]1[CH:25]=[C:24]([C:26]([F:29])([F:28])[F:27])[CH:23]=[CH:22][C:21]=1[N:30]=[C:31]=[O:32]. The catalyst is C(Cl)Cl. The product is [Cl:1][C:2]1[CH:6]=[N:5][N:4]([CH:7]([CH3:9])[CH3:8])[C:3]=1[C:10]1[CH:11]=[C:12]([NH:18][C:31]([NH:30][C:21]2[CH:22]=[CH:23][C:24]([C:26]([F:27])([F:29])[F:28])=[CH:25][C:20]=2[Cl:19])=[O:32])[CH:13]=[CH:14][C:15]=1[O:16][CH3:17]. The yield is 0.400. (3) The product is [OH:9][C:4]1[CH:5]=[CH:6][C:7]2[NH:8][C:14]([CH:16]([CH3:22])[C:17]([O:19][CH2:20][CH3:21])=[O:18])=[N:1][C:2]=2[CH:3]=1. The yield is 0.910. The reactants are [NH2:1][C:2]1[CH:3]=[C:4]([OH:9])[CH:5]=[CH:6][C:7]=1[NH2:8].C(ON[C:14]([CH:16]([CH3:22])[C:17]([O:19][CH2:20][CH3:21])=[O:18])=N)C. The catalyst is C(O)C. (4) The reactants are [CH3:1][N:2]1[CH:6]=[CH:5][C:4]([NH:7][C:8]([C:10]2[CH:20]=[C:19]([O:21][CH:22]([CH3:24])[CH3:23])[C:13]3[CH2:14][CH:15]([CH2:17][OH:18])[O:16][C:12]=3[CH:11]=2)=[O:9])=[N:3]1.[C:25]1([CH3:35])[CH:30]=[CH:29][C:28]([S:31](Cl)(=[O:33])=[O:32])=[CH:27][CH:26]=1. The catalyst is N1C=CC=CC=1.CN(C1C=CN=CC=1)C. The product is [CH:22]([O:21][C:19]1[C:13]2[CH2:14][CH:15]([CH2:17][O:18][S:31]([C:28]3[CH:29]=[CH:30][C:25]([CH3:35])=[CH:26][CH:27]=3)(=[O:33])=[O:32])[O:16][C:12]=2[CH:11]=[C:10]([C:8](=[O:9])[NH:7][C:4]2[CH:5]=[CH:6][N:2]([CH3:1])[N:3]=2)[CH:20]=1)([CH3:24])[CH3:23]. The yield is 0.780. (5) The reactants are [CH2:1]([N:3]1[C:9]2[CH:10]=[C:11]([N+:14]([O-])=O)[CH:12]=[CH:13][C:8]=2[O:7][CH2:6][CH:5]([N:17]2[CH2:22][CH2:21][O:20][CH2:19][CH2:18]2)[CH2:4]1)[CH3:2]. The catalyst is [Pd].C(O)C. The product is [CH2:1]([N:3]1[C:9]2[CH:10]=[C:11]([NH2:14])[CH:12]=[CH:13][C:8]=2[O:7][CH2:6][CH:5]([N:17]2[CH2:18][CH2:19][O:20][CH2:21][CH2:22]2)[CH2:4]1)[CH3:2]. The yield is 0.860. (6) The reactants are [CH3:1][C:2]1[CH:7]=[C:6]([N+:8]([O-:10])=[O:9])[CH:5]=[CH:4][C:3]=1[N:11]=[C:12]1[NH:16][C@@H:15]([C@H:17]([O:19][C:20]([CH3:23])([CH3:22])[CH3:21])[CH3:18])[CH2:14][S:13]1.[CH2:24](Br)[CH:25]([CH3:27])[CH3:26]. No catalyst specified. The product is [C:20]([O:19][C@@H:17]([C@H:15]1[CH2:14][S:13][C:12](=[N:11][C:3]2[CH:4]=[CH:5][C:6]([N+:8]([O-:10])=[O:9])=[CH:7][C:2]=2[CH3:1])[N:16]1[CH2:24][CH:25]([CH3:27])[CH3:26])[CH3:18])([CH3:22])([CH3:21])[CH3:23]. The yield is 0.560. (7) The reactants are [NH2:1][C:2]1[CH:7]=[C:6]([S:8][C:9]2[CH:14]=[CH:13][C:12]([NH:15][C:16](=[O:26])[C:17]3[CH:22]=[CH:21][C:20]([N+:23]([O-])=O)=[CH:19][CH:18]=3)=[CH:11][CH:10]=2)[CH:5]=[CH:4][N:3]=1.CCO.[ClH:30]. The catalyst is [Fe].O. The product is [ClH:30].[NH2:23][C:20]1[CH:21]=[CH:22][C:17]([C:16]([NH:15][C:12]2[CH:11]=[CH:10][C:9]([S:8][C:6]3[CH:5]=[CH:4][N:3]=[C:2]([NH2:1])[CH:7]=3)=[CH:14][CH:13]=2)=[O:26])=[CH:18][CH:19]=1. The yield is 0.930.